This data is from Full USPTO retrosynthesis dataset with 1.9M reactions from patents (1976-2016). The task is: Predict the reactants needed to synthesize the given product. Given the product [CH3:10]/[N:9]=[CH:7]\[N:14]([CH:18]=[CH2:17])[C:15]([NH:4][CH2:3][C:2]([F:6])([F:5])[F:1])=[O:23], predict the reactants needed to synthesize it. The reactants are: [F:1][C:2]([F:6])([F:5])[CH2:3][NH2:4].[C:7]([N:14]1[CH:18]=[CH:17]N=[CH:15]1)([N:9]1C=CN=[CH:10]1)=O.CN(C=[O:23])C.